Dataset: Peptide-MHC class I binding affinity with 185,985 pairs from IEDB/IMGT. Task: Regression. Given a peptide amino acid sequence and an MHC pseudo amino acid sequence, predict their binding affinity value. This is MHC class I binding data. (1) The peptide sequence is VMCIQMKYV. The MHC is HLA-A30:01 with pseudo-sequence HLA-A30:01. The binding affinity (normalized) is 0.0847. (2) The MHC is HLA-B35:01 with pseudo-sequence HLA-B35:01. The peptide sequence is AISRLRTQK. The binding affinity (normalized) is 0.0847.